This data is from Reaction yield outcomes from USPTO patents with 853,638 reactions. The task is: Predict the reaction yield, written as a fraction of the theoretical maximum amount of product (1.0 means a 100% yield; for example, 0.34 means a 34% yield). The catalyst is C(Cl)Cl.O. The reactants are [S:1]1[CH:5]=[CH:4][CH:3]=[C:2]1[C:6]1[N:7]([CH2:11][C:12]2[CH:13]=[C:14]([C:18]3[CH:22]=[C:21]([CH2:23][CH:24]([CH3:26])[CH3:25])[S:20][C:19]=3[S:27]([NH:30]C(C)(C)C)(=[O:29])=[O:28])[CH:15]=[CH:16][CH:17]=2)[CH:8]=[CH:9][N:10]=1.B(Cl)(Cl)Cl.C([O-])([O-])=O.[Na+].[Na+].Cl[C:46]([O:48][CH2:49][CH2:50][CH2:51][CH3:52])=[O:47]. The yield is 0.550. The product is [CH2:49]([O:48][C:46]([NH:30][S:27]([C:19]1[S:20][C:21]([CH2:23][CH:24]([CH3:26])[CH3:25])=[CH:22][C:18]=1[C:14]1[CH:15]=[CH:16][CH:17]=[C:12]([CH2:11][N:7]2[CH:8]=[CH:9][N:10]=[C:6]2[C:2]2[S:1][CH:5]=[CH:4][CH:3]=2)[CH:13]=1)(=[O:29])=[O:28])=[O:47])[CH2:50][CH2:51][CH3:52].